The task is: Predict the reactants needed to synthesize the given product.. This data is from Full USPTO retrosynthesis dataset with 1.9M reactions from patents (1976-2016). (1) The reactants are: [Br:1][C:2]1[CH:3]=[CH:4][C:5]([Cl:11])=[C:6]([CH:10]=1)[C:7]([OH:9])=O.C(Cl)(=O)C(Cl)=O.CN(C=O)C.[Br:23][CH2:24][CH2:25][CH2:26][C:27]1[CH:32]=[CH:31][CH:30]=[CH:29][CH:28]=1. Given the product [Br:1][C:2]1[CH:3]=[CH:4][C:5]([Cl:11])=[C:6]([C:7]([C:30]2[CH:31]=[CH:32][C:27]([CH2:26][CH2:25][CH2:24][Br:23])=[CH:28][CH:29]=2)=[O:9])[CH:10]=1, predict the reactants needed to synthesize it. (2) Given the product [OH:29][C:23]1[CH:22]=[C:21]([NH:20][CH:2]([C:14]2[CH:19]=[CH:18][CH:17]=[CH:16][CH:15]=2)[C:3]([C:5]2[C:13]3[C:8](=[CH:9][CH:10]=[CH:11][CH:12]=3)[NH:7][CH:6]=2)=[O:4])[CH:26]=[C:25]([O:27][CH3:28])[CH:24]=1, predict the reactants needed to synthesize it. The reactants are: Br[CH:2]([C:14]1[CH:19]=[CH:18][CH:17]=[CH:16][CH:15]=1)[C:3]([C:5]1[C:13]2[C:8](=[CH:9][CH:10]=[CH:11][CH:12]=2)[NH:7][CH:6]=1)=[O:4].[NH2:20][C:21]1[CH:22]=[C:23]([OH:29])[CH:24]=[C:25]([O:27][CH3:28])[CH:26]=1.C(N(CC)CC)C.Cl.